From a dataset of Peptide-MHC class II binding affinity with 134,281 pairs from IEDB. Regression. Given a peptide amino acid sequence and an MHC pseudo amino acid sequence, predict their binding affinity value. This is MHC class II binding data. (1) The peptide sequence is SGKKVIQLSRKTFDT. The MHC is DRB1_1201 with pseudo-sequence DRB1_1201. The binding affinity (normalized) is 0.657. (2) The peptide sequence is NNALQNLARTISEAG. The MHC is DRB1_0404 with pseudo-sequence DRB1_0404. The binding affinity (normalized) is 0.544. (3) The peptide sequence is ASVGKMIDGIGRFYI. The MHC is DRB1_0901 with pseudo-sequence DRB1_0901. The binding affinity (normalized) is 0.190. (4) The peptide sequence is NNHEENGQSAFETVTEASFP. The MHC is DRB1_1301 with pseudo-sequence DRB1_1301. The binding affinity (normalized) is 0. (5) The peptide sequence is GELQIEDKIDAAFKI. The MHC is DRB1_0401 with pseudo-sequence DRB1_0401. The binding affinity (normalized) is 0.504. (6) The peptide sequence is TSVIIDGNCDGRGKS. The MHC is DRB1_0801 with pseudo-sequence DRB1_0801. The binding affinity (normalized) is 0.492. (7) The MHC is DRB1_0101 with pseudo-sequence DRB1_0101. The binding affinity (normalized) is 0.349. The peptide sequence is IFKGLENDKHWVGCC. (8) The binding affinity (normalized) is 0.775. The MHC is DRB1_0101 with pseudo-sequence DRB1_0101. The peptide sequence is GGESFGIVVAWKVRL.